The task is: Predict which catalyst facilitates the given reaction.. This data is from Catalyst prediction with 721,799 reactions and 888 catalyst types from USPTO. (1) Reactant: Cl.[F:2][C:3]1[CH:8]=[CH:7][C:6]([C:9]2[N:13]=[C:12]([C@H:14]3[CH2:19][CH2:18][CH2:17][NH:16][CH2:15]3)[O:11][N:10]=2)=[CH:5][CH:4]=1.[C:20]([C:22]1[CH:23]=[C:24]([CH:28]=[CH:29][C:30]=1[F:31])[C:25](O)=[O:26])#[N:21].C1C=NC2N(O)N=NC=2C=1.C1CCC(N=C=NC2CCCCC2)CC1. Product: [F:31][C:30]1[CH:29]=[CH:28][C:24]([C:25]([N:16]2[CH2:17][CH2:18][CH2:19][C@H:14]([C:12]3[O:11][N:10]=[C:9]([C:6]4[CH:7]=[CH:8][C:3]([F:2])=[CH:4][CH:5]=4)[N:13]=3)[CH2:15]2)=[O:26])=[CH:23][C:22]=1[C:20]#[N:21]. The catalyst class is: 4. (2) Reactant: [NH2:1][C:2]([CH3:29])([CH3:28])[CH2:3][NH:4][C:5]([C:7]1[N:11]2[CH:12]=[C:13]([CH3:26])[CH:14]=[C:15]([O:16][CH2:17][C:18]3[C:23]([F:24])=[CH:22][CH:21]=[CH:20][C:19]=3[F:25])[C:10]2=[N:9][C:8]=1[CH3:27])=[O:6].[ClH:30]. Product: [ClH:30].[NH2:1][C:2]([CH3:29])([CH3:28])[CH2:3][NH:4][C:5]([C:7]1[N:11]2[CH:12]=[C:13]([CH3:26])[CH:14]=[C:15]([O:16][CH2:17][C:18]3[C:19]([F:25])=[CH:20][CH:21]=[CH:22][C:23]=3[F:24])[C:10]2=[N:9][C:8]=1[CH3:27])=[O:6]. The catalyst class is: 27. (3) Reactant: [C:1]1(=O)[C:10]2[C:5](=[CH:6][CH:7]=[CH:8][CH:9]=2)[CH2:4][CH2:3][NH:2]1.P(Cl)(Cl)([Cl:14])=O. Product: [Cl:14][C:1]1[C:10]2[C:5](=[CH:6][CH:7]=[CH:8][CH:9]=2)[CH2:4][CH2:3][N:2]=1. The catalyst class is: 48. (4) Reactant: [NH:1]1[CH2:5][CH2:4][CH2:3][CH2:2]1.CS(O[CH2:11][CH2:12][N:13]1[C:21]2[C:16](=[CH:17][C:18]([C:22]#[C:23][C:24]3[CH:29]=[CH:28][C:27]([C:30]4[CH:35]=[CH:34][C:33]([Cl:36])=[CH:32][CH:31]=4)=[CH:26][N:25]=3)=[CH:19][CH:20]=2)[CH:15]=[CH:14]1)(=O)=O. Product: [Cl:36][C:33]1[CH:34]=[CH:35][C:30]([C:27]2[CH:28]=[CH:29][C:24]([C:23]#[C:22][C:18]3[CH:17]=[C:16]4[C:21](=[CH:20][CH:19]=3)[N:13]([CH2:12][CH2:11][N:1]3[CH2:5][CH2:4][CH2:3][CH2:2]3)[CH:14]=[CH:15]4)=[N:25][CH:26]=2)=[CH:31][CH:32]=1. The catalyst class is: 3.